This data is from NCI-60 drug combinations with 297,098 pairs across 59 cell lines. The task is: Regression. Given two drug SMILES strings and cell line genomic features, predict the synergy score measuring deviation from expected non-interaction effect. (1) Drug 2: C1C(C(OC1N2C=NC3=C2NC=NCC3O)CO)O. Drug 1: COC1=C2C(=CC3=C1OC=C3)C=CC(=O)O2. Cell line: OVCAR-4. Synergy scores: CSS=2.48, Synergy_ZIP=4.75, Synergy_Bliss=-2.54, Synergy_Loewe=1.33, Synergy_HSA=-0.786. (2) Cell line: NCIH23. Drug 1: C1CCN(CC1)CCOC2=CC=C(C=C2)C(=O)C3=C(SC4=C3C=CC(=C4)O)C5=CC=C(C=C5)O. Drug 2: CNC(=O)C1=NC=CC(=C1)OC2=CC=C(C=C2)NC(=O)NC3=CC(=C(C=C3)Cl)C(F)(F)F. Synergy scores: CSS=13.8, Synergy_ZIP=-6.91, Synergy_Bliss=-3.71, Synergy_Loewe=-11.5, Synergy_HSA=-7.93. (3) Drug 1: CC1CCC2CC(C(=CC=CC=CC(CC(C(=O)C(C(C(=CC(C(=O)CC(OC(=O)C3CCCCN3C(=O)C(=O)C1(O2)O)C(C)CC4CCC(C(C4)OC)O)C)C)O)OC)C)C)C)OC. Drug 2: C(CN)CNCCSP(=O)(O)O. Cell line: NCIH23. Synergy scores: CSS=12.2, Synergy_ZIP=-3.28, Synergy_Bliss=3.54, Synergy_Loewe=-20.3, Synergy_HSA=0.836. (4) Drug 1: C1=NC2=C(N=C(N=C2N1C3C(C(C(O3)CO)O)F)Cl)N. Drug 2: C1CN1C2=NC(=NC(=N2)N3CC3)N4CC4. Cell line: A498. Synergy scores: CSS=32.4, Synergy_ZIP=-9.60, Synergy_Bliss=1.75, Synergy_Loewe=2.09, Synergy_HSA=2.23. (5) Drug 1: CN(C)N=NC1=C(NC=N1)C(=O)N. Drug 2: C1C(C(OC1N2C=NC3=C2NC=NCC3O)CO)O. Cell line: MDA-MB-435. Synergy scores: CSS=-3.67, Synergy_ZIP=2.11, Synergy_Bliss=0.732, Synergy_Loewe=-3.16, Synergy_HSA=-3.87. (6) Drug 1: B(C(CC(C)C)NC(=O)C(CC1=CC=CC=C1)NC(=O)C2=NC=CN=C2)(O)O. Drug 2: C1CCC(C(C1)[NH-])[NH-].C(=O)(C(=O)[O-])[O-].[Pt+4]. Cell line: HCT116. Synergy scores: CSS=78.9, Synergy_ZIP=3.91, Synergy_Bliss=4.03, Synergy_Loewe=-0.107, Synergy_HSA=5.22. (7) Drug 1: CN(CCCl)CCCl.Cl. Drug 2: C(CCl)NC(=O)N(CCCl)N=O. Cell line: MDA-MB-231. Synergy scores: CSS=18.2, Synergy_ZIP=-8.25, Synergy_Bliss=-3.24, Synergy_Loewe=-0.642, Synergy_HSA=0.674. (8) Drug 1: CCC1=C2CN3C(=CC4=C(C3=O)COC(=O)C4(CC)O)C2=NC5=C1C=C(C=C5)O. Drug 2: CC1=C(C(=CC=C1)Cl)NC(=O)C2=CN=C(S2)NC3=CC(=NC(=N3)C)N4CCN(CC4)CCO. Cell line: HCT-15. Synergy scores: CSS=7.11, Synergy_ZIP=-4.72, Synergy_Bliss=-2.04, Synergy_Loewe=-0.741, Synergy_HSA=-0.495. (9) Drug 1: C1=CC(=CC=C1CCC2=CNC3=C2C(=O)NC(=N3)N)C(=O)NC(CCC(=O)O)C(=O)O. Drug 2: CC12CCC3C(C1CCC2O)C(CC4=C3C=CC(=C4)O)CCCCCCCCCS(=O)CCCC(C(F)(F)F)(F)F. Cell line: HOP-62. Synergy scores: CSS=37.5, Synergy_ZIP=-0.526, Synergy_Bliss=4.72, Synergy_Loewe=-7.74, Synergy_HSA=5.37.